Task: Binary Classification. Given a miRNA mature sequence and a target amino acid sequence, predict their likelihood of interaction.. Dataset: Experimentally validated miRNA-target interactions with 360,000+ pairs, plus equal number of negative samples (1) The miRNA is hsa-miR-1233-5p with sequence AGUGGGAGGCCAGGGCACGGCA. The protein sequence of the target gene is MPLELTQSRVQKIWVPVDHRPSLPRSCGPKLTNSPTVIVMVGLPARGKTYISKKLTRYLNWIGVPTKVFNVGEYRREAVKQYSSYNFFRPDNEEAMKVRKQCALAALRDVKSYLAKEGGQIAVFDATNTTRERRHMILHFAKENDFKAFFIESVCDDPTVVASNIMEVKISSPDYKDCNSAEAMDDFMKRISCYEASYQPLDPDKCDRDLSLIKVIDVGRRFLVNRVQDHIQSRIVYYLMNIHVQPRTIYLCRHGENEHNLQGRIGGDSGLSSRGKKFASALSKFVEEQNLKDLRVWTSQ.... Result: 1 (interaction). (2) The miRNA is hsa-miR-4665-3p with sequence CUCGGCCGCGGCGCGUAGCCCCCGCC. The protein sequence of the target gene is MGGKLSKKKKGYNVNDEKAKDKDKKAEGAGTEEEGTPKESEPQAAADATEVKESTEEKPKDAADGEAKAEEKEADKAAAAKEEAPKAEPEKSEGAAEEQPEPAPAPEQEAAAPGPAAGGEAPKAGEASAESTGAADGAAPEEGEAKKTEAPAAAGPEAKSDAAPAASDSKPSSAEPAPSSKETPAASEAPSSAAKAPAPAAPAAAEPQAEAPAAAASSEQSVAVKE. Result: 0 (no interaction). (3) The miRNA is mmu-miR-875-3p with sequence CCUGAAAAUACUGAGGCUAUG. The protein sequence of the target gene is MNRKARRCLGHLFLSLGMVYLRIGGFSSVVALGASIICNKIPGLAPRQRAICQSRPDAIIVIGEGSQMGLDECQFQFRNGRWNCSALGERTVFGKELKVGSREAAFTYAIIAAGVAHAITAACTQGNLSDCGCDKEKQGQYHRDEGWKWGGCSADIRYGIGFAKVFVDAREIKQNARTLMNLHNNEAGRKILEENMKLECKCHGVSGSCTTKTCWTTLPQFRELGYVLKDKYNEAVHVEPVRASRNKRPTFLKIKKPLSYRKPMDTDLVYIEKSPNYCEEDPVTGSVGTQGRACNKTAPQ.... Result: 0 (no interaction). (4) The miRNA is rno-miR-23b-3p with sequence AUCACAUUGCCAGGGAUUACC. The protein sequence of the target gene is MSYPQGYLYQPSASLALYSCPAYSTSVISGPRTDELGRSSSGSAFSPYAGSTAFTAPSPGYNSHLQYGADPAAAAAAAFSSYVGSPYDHTPGMAGSLGYHPYAAPLGSYPYGDPAYRKNATRDATATLKAWLNEHRKNPYPTKGEKIMLAIITKMTLTQVSTWFANARRRLKKENKMTWTPRNRSEDEEEEENIDLEKNDEDEPQKPEDKGDPEGPEAGGAEQKAASGCERLQGPPTPAGKETEGSLSDSDFKEPPSEGRLDALQGPPRTGGPSPAGPAAARLAEDPAPHYPAGAPAPGP.... Result: 0 (no interaction). (5) The miRNA is mmu-miR-669e-3p with sequence UGAAUAUACACACACUUACAC. The protein sequence of the target gene is MVASARVQKLVRRYKLAIATALAILLLQGLVVWSFSGLEEDEAGEKGRQRKPRPLDPGEGSKDTDSSAGRRGSTGRRHGRWRGRAESPGVPVAKVVRAVTSRQRASRRVPPAPPPEAPGRQNLSGAAAGEALVGAAGFPPHGDTGSVEGAPQPTDNGFTPKCEIVGKDALSALARASTKQCQQEIANVVCLHQAGSLMPKAVPRHCQLTGKMSPGIQWDESQAQQPMDGPPVRIAYMLVVHGRAIRQLKRLLKAVYHEQHFFYIHVDKRSDYLHREVVELAQGYDNVRVTPWRMVTIWGG.... Result: 0 (no interaction).